This data is from Catalyst prediction with 721,799 reactions and 888 catalyst types from USPTO. The task is: Predict which catalyst facilitates the given reaction. (1) Reactant: C[Si]([C:5]#[C:6][C:7]1[CH:8]=[C:9]([CH:31]=[CH:32][C:33]=1[CH3:34])[C:10]([NH:12][C:13]1[CH:18]=[CH:17][C:16]([CH2:19][N:20]2[CH2:25][CH2:24][N:23]([CH3:26])[CH2:22][CH2:21]2)=[C:15]([C:27]([F:30])([F:29])[F:28])[CH:14]=1)=[O:11])(C)C.C(=O)([O-])[O-].[K+].[K+]. Product: [C:6]([C:7]1[CH:8]=[C:9]([CH:31]=[CH:32][C:33]=1[CH3:34])[C:10]([NH:12][C:13]1[CH:18]=[CH:17][C:16]([CH2:19][N:20]2[CH2:21][CH2:22][N:23]([CH3:26])[CH2:24][CH2:25]2)=[C:15]([C:27]([F:28])([F:30])[F:29])[CH:14]=1)=[O:11])#[CH:5]. The catalyst class is: 5. (2) Reactant: [H-].[Na+].[N:3]1[C:8]2[NH:9][CH:10]=[C:11]([C:12](=[O:14])[CH3:13])[C:7]=2[CH:6]=[CH:5][N:4]=1.Br[CH2:16][C:17]([O:19][C:20]([CH3:23])([CH3:22])[CH3:21])=[O:18].O. Product: [C:20]([O:19][C:17](=[O:18])[CH2:16][N:9]1[C:8]2[N:3]=[N:4][CH:5]=[CH:6][C:7]=2[C:11]([C:12](=[O:14])[CH3:13])=[CH:10]1)([CH3:23])([CH3:22])[CH3:21]. The catalyst class is: 3. (3) Reactant: [C@@H:1]1([N:9]2[C:17]3[C:16](=[O:18])[N:15]([CH2:19][O:20][C:21](=[O:26])[C:22]([CH3:25])([CH3:24])[CH3:23])[C:14]([N:27]=[CH:28][N:29]([CH3:31])[CH3:30])=[N:13][C:12]=3[C:11]([C:32]#[C:33][CH3:34])=[CH:10]2)[O:6][C@H:5]([CH2:7][OH:8])[C@@H:3]([OH:4])[CH2:2]1.[CH3:35][O:36][C:37]1[CH:58]=[CH:57][C:40]([C:41](Cl)([C:50]2[CH:55]=[CH:54][CH:53]=[CH:52][CH:51]=2)[C:42]2[CH:47]=[CH:46][C:45]([O:48][CH3:49])=[CH:44][CH:43]=2)=[CH:39][CH:38]=1.C(Cl)Cl. Product: [CH3:49][O:48][C:45]1[CH:44]=[CH:43][C:42]([C:41]([O:8][CH2:7][C@H:5]2[O:6][C@@H:1]([N:9]3[C:17]4[C:16](=[O:18])[N:15]([CH2:19][O:20][C:21](=[O:26])[C:22]([CH3:24])([CH3:25])[CH3:23])[C:14]([N:27]=[CH:28][N:29]([CH3:31])[CH3:30])=[N:13][C:12]=4[C:11]([C:32]#[C:33][CH3:34])=[CH:10]3)[CH2:2][C@@H:3]2[OH:4])([C:50]2[CH:51]=[CH:52][CH:53]=[CH:54][CH:55]=2)[C:40]2[CH:57]=[CH:58][C:37]([O:36][CH3:35])=[CH:38][CH:39]=2)=[CH:47][CH:46]=1. The catalyst class is: 17. (4) The catalyst class is: 6. Product: [ClH:36].[C:22]([O:20][C:14]1([CH:5]([C:6]2[CH:11]=[CH:10][C:9]([O:12][CH3:13])=[CH:8][CH:7]=2)[CH2:4][N:3]([CH3:2])[CH3:21])[CH2:15][CH2:16][CH2:17][CH2:18][CH2:19]1)(=[O:35])[CH2:23][CH2:24][CH2:25][CH2:26][CH2:27][CH2:28][CH2:29][CH2:30][CH2:31][CH2:32][CH2:33][CH3:34]. Reactant: Cl.[CH3:2][N:3]([CH3:21])[CH2:4][CH:5]([C:14]1([OH:20])[CH2:19][CH2:18][CH2:17][CH2:16][CH2:15]1)[C:6]1[CH:11]=[CH:10][C:9]([O:12][CH3:13])=[CH:8][CH:7]=1.[C:22]([Cl:36])(=[O:35])[CH2:23][CH2:24][CH2:25][CH2:26][CH2:27][CH2:28][CH2:29][CH2:30][CH2:31][CH2:32][CH2:33][CH3:34].C(N(CC)CC)C.C1COCC1. (5) Reactant: [Br:1][C:2]1[CH:3]=[CH:4][C:5]([C:8]([NH:10][CH2:11][CH:12]=[O:13])=O)=[N:6][CH:7]=1.P(C1C=CC=CC=1)(C1C=CC=CC=1)(C1C=CC=CC=1)=O. Product: [Br:1][C:2]1[CH:3]=[CH:4][C:5]([C:8]2[O:13][CH:12]=[CH:11][N:10]=2)=[N:6][CH:7]=1. The catalyst class is: 11.